Task: Predict the reactants needed to synthesize the given product.. Dataset: Full USPTO retrosynthesis dataset with 1.9M reactions from patents (1976-2016) (1) Given the product [CH3:22][Si:21]([CH3:24])([CH3:23])[O:12][C:8]1[C:9]2[C:4](=[CH:3][C:2]([O:1][Si:21]([CH3:24])([CH3:23])[CH3:22])=[CH:11][CH:10]=2)[CH2:5][CH2:6][CH:7]=1, predict the reactants needed to synthesize it. The reactants are: [OH:1][C:2]1[CH:3]=[C:4]2[C:9](=[CH:10][CH:11]=1)[C:8](=[O:12])[CH2:7][CH2:6][CH2:5]2.C(C#N)(C)=O.[Na+].[I-].Cl[Si:21]([CH3:24])([CH3:23])[CH3:22]. (2) Given the product [CH3:1][O:2][C:3]1[CH:12]=[CH:11][CH:10]=[C:5]([C:6]([OH:8])=[O:7])[C:4]=1[C:13]([OH:15])=[O:14], predict the reactants needed to synthesize it. The reactants are: [CH3:1][O:2][C:3]1[CH:12]=[CH:11][CH:10]=[C:5]([C:6]([O:8]C)=[O:7])[C:4]=1[C:13]([O:15]C)=[O:14].[OH-].[K+].CO. (3) Given the product [CH2:16]([N:12]1[CH2:13][CH2:14][CH2:15][CH:10]([C:7]2[CH:6]=[CH:5][C:4]([NH2:1])=[CH:9][CH:8]=2)[CH2:11]1)[CH2:17][CH3:18], predict the reactants needed to synthesize it. The reactants are: [N+:1]([C:4]1[CH:9]=[CH:8][C:7]([CH:10]2[CH2:15][CH2:14][CH2:13][N:12]([CH2:16][CH2:17][CH3:18])[CH2:11]2)=[CH:6][CH:5]=1)([O-])=O.[Sn](Cl)Cl. (4) Given the product [Br:1][C:2]1[CH:18]=[CH:17][CH:16]=[CH:15][C:3]=1[CH2:4][S:5]([N:8]1[CH2:13][CH2:12][CH:11]([NH:14][C:25]([NH2:22])=[O:31])[CH2:10][CH2:9]1)(=[O:6])=[O:7], predict the reactants needed to synthesize it. The reactants are: [Br:1][C:2]1[CH:18]=[CH:17][CH:16]=[CH:15][C:3]=1[CH2:4][S:5]([N:8]1[CH2:13][CH2:12][CH:11]([NH2:14])[CH2:10][CH2:9]1)(=[O:7])=[O:6].Cl.CC[N:22]([CH2:25]C)CC.N.C1C[O:31]CC1. (5) Given the product [CH2:11]([N:13]1[C:17]([C:2]2[CH:3]=[C:4]([C:7]([O:9][CH3:10])=[O:8])[S:5][CH:6]=2)=[C:16]([CH3:27])[CH:15]=[N:14]1)[CH3:12], predict the reactants needed to synthesize it. The reactants are: Br[C:2]1[CH:3]=[C:4]([C:7]([O:9][CH3:10])=[O:8])[S:5][CH:6]=1.[CH2:11]([N:13]1[C:17](B2OC(C)(C)C(C)(C)O2)=[C:16]([CH3:27])[CH:15]=[N:14]1)[CH3:12].C([O-])([O-])=O.[K+].[K+]. (6) Given the product [CH3:50][O:51][C:52]1[CH:53]=[C:54]([CH2:58][CH2:59][NH:3][C:6]([NH:14][C@@H:13]([C:15]([NH:17][C@H:18]([C:31]([N:33]2[CH2:34][CH2:35][N:36]([C:39]3[CH:44]=[CH:43][N:42]=[CH:41][CH:40]=3)[CH2:37][CH2:38]2)=[O:32])[CH2:19][CH2:20][CH2:21][CH2:22][NH2:23])=[O:16])[CH2:12][C:11]2[CH:45]=[C:46]([Cl:49])[C:47]([OH:48])=[C:9]([Cl:8])[CH:10]=2)=[O:61])[CH:55]=[CH:56][CH:57]=1, predict the reactants needed to synthesize it. The reactants are: C([N:3]([CH2:6]C)CC)C.[Cl:8][C:9]1[CH:10]=[C:11]([CH:45]=[C:46]([Cl:49])[C:47]=1[OH:48])[CH2:12][C@H:13]([C:15]([NH:17][C@H:18]([C:31]([N:33]1[CH2:38][CH2:37][N:36]([C:39]2[CH:44]=[CH:43][N:42]=[CH:41][CH:40]=2)[CH2:35][CH2:34]1)=[O:32])[CH2:19][CH2:20][CH2:21][CH2:22][NH:23]C(OC(C)(C)C)=O)=[O:16])[NH2:14].[CH3:50][O:51][C:52]1[CH:53]=[C:54]([CH:58](N)[CH3:59])[CH:55]=[CH:56][CH:57]=1.[O:61]1CCCC1. (7) Given the product [Cl:19][C:20]1[S:24][C:23]([S:25]([NH:28][C:29]([CH:31]2[CH2:36][CH2:35][N:34]([C:2]3[C:12]([C:13]#[N:14])=[CH:11][C:5]([C:6]([O:8][CH2:9][CH3:10])=[O:7])=[C:4]([CH:15]([CH3:17])[CH3:16])[N:3]=3)[CH2:33][CH2:32]2)=[O:30])(=[O:26])=[O:27])=[CH:22][CH:21]=1, predict the reactants needed to synthesize it. The reactants are: Cl[C:2]1[C:12]([C:13]#[N:14])=[CH:11][C:5]([C:6]([O:8][CH2:9][CH3:10])=[O:7])=[C:4]([CH:15]([CH3:17])[CH3:16])[N:3]=1.Cl.[Cl:19][C:20]1[S:24][C:23]([S:25]([NH:28][C:29]([CH:31]2[CH2:36][CH2:35][NH:34][CH2:33][CH2:32]2)=[O:30])(=[O:27])=[O:26])=[CH:22][CH:21]=1.CCN(C(C)C)C(C)C. (8) The reactants are: [OH-].[Na+].[Br:3][C:4]1[CH:9]=[C:8]([F:10])[C:7]([F:11])=[CH:6][C:5]=1[OH:12].Br[CH2:14][CH2:15][C:16]([OH:18])=[O:17].Cl. Given the product [Br:3][C:4]1[CH:9]=[C:8]([F:10])[C:7]([F:11])=[CH:6][C:5]=1[O:12][CH2:14][CH2:15][C:16]([OH:18])=[O:17], predict the reactants needed to synthesize it. (9) Given the product [Cl:1][C:2]1[CH:3]=[C:4]([NH:15][C:16]2[C:25]3[C:20](=[CH:21][C:22](/[CH:26]=[CH:27]/[CH2:28][CH2:29][N:43]4[CH2:47][CH2:46][CH2:45][CH2:44]4)=[CH:23][CH:24]=3)[N:19]=[CH:18][C:17]=2[C:41]#[N:42])[CH:5]=[CH:6][C:7]=1[S:8][C:9]1[N:10]([CH3:14])[CH:11]=[CH:12][N:13]=1, predict the reactants needed to synthesize it. The reactants are: [Cl:1][C:2]1[CH:3]=[C:4]([NH:15][C:16]2[C:25]3[C:20](=[CH:21][C:22]([CH:26]=[CH:27][CH2:28][CH2:29]OS(C4C=CC(C)=CC=4)(=O)=O)=[CH:23][CH:24]=3)[N:19]=[CH:18][C:17]=2[C:41]#[N:42])[CH:5]=[CH:6][C:7]=1[S:8][C:9]1[N:10]([CH3:14])[CH:11]=[CH:12][N:13]=1.[NH:43]1[CH2:47][CH2:46][CH2:45][CH2:44]1. (10) Given the product [CH2:70]([O:69][C:68](=[O:77])[NH:67][CH2:66][CH2:65][NH:64][C:59](=[O:61])[C@H:50]([CH2:49][CH2:48][CH2:47][NH:46][C:45]([NH:44][C:42]([O:41][CH2:34][C:35]1[CH:36]=[CH:37][CH:38]=[CH:39][CH:40]=1)=[O:43])=[NH:62])[NH:51][C:52]([O:54][C:55]([CH3:56])([CH3:57])[CH3:58])=[O:53])[C:71]1[CH:76]=[CH:75][CH:74]=[CH:73][CH:72]=1, predict the reactants needed to synthesize it. The reactants are: CN(C(ON1N=NC2C=CC=NC1=2)=[N+](C)C)C.F[P-](F)(F)(F)(F)F.C(N(CC)C(C)C)(C)C.[CH2:34]([O:41][C:42]([NH:44][C:45](=[NH:62])[NH:46][CH2:47][CH2:48][CH2:49][C@@H:50]([C:59]([OH:61])=O)[NH:51][C:52]([O:54][C:55]([CH3:58])([CH3:57])[CH3:56])=[O:53])=[O:43])[C:35]1[CH:40]=[CH:39][CH:38]=[CH:37][CH:36]=1.Cl.[NH2:64][CH2:65][CH2:66][NH:67][C:68](=[O:77])[O:69][CH2:70][C:71]1[CH:76]=[CH:75][CH:74]=[CH:73][CH:72]=1.